From a dataset of Reaction yield outcomes from USPTO patents with 853,638 reactions. Predict the reaction yield, written as a fraction of the theoretical maximum amount of product (1.0 means a 100% yield; for example, 0.34 means a 34% yield). The catalyst is [Fe].O. The product is [Br:1][C:2]1[C:3]([CH3:12])=[C:4]([NH2:9])[C:5]([CH3:8])=[N:6][CH:7]=1. The reactants are [Br:1][C:2]1[C:3]([CH3:12])=[C:4]([N+:9]([O-])=O)[C:5]([CH3:8])=[N:6][CH:7]=1.CCO.[Cl-].[NH4+]. The yield is 0.690.